This data is from Full USPTO retrosynthesis dataset with 1.9M reactions from patents (1976-2016). The task is: Predict the reactants needed to synthesize the given product. Given the product [Cl:16][CH2:17][C:18]([NH:1][C:2]1[CH:7]=[CH:6][C:5]([CH:8]([CH3:14])[C:9]([O:11][CH2:12][CH3:13])=[O:10])=[CH:4][C:3]=1[OH:15])=[O:19], predict the reactants needed to synthesize it. The reactants are: [NH2:1][C:2]1[CH:7]=[CH:6][C:5]([CH:8]([CH3:14])[C:9]([O:11][CH2:12][CH3:13])=[O:10])=[CH:4][C:3]=1[OH:15].[Cl:16][CH2:17][C:18](Cl)=[O:19].